Task: Predict the reactants needed to synthesize the given product.. Dataset: Full USPTO retrosynthesis dataset with 1.9M reactions from patents (1976-2016) (1) Given the product [NH:1]1[C:9]2[C:4](=[CH:5][CH:6]=[CH:7][CH:8]=2)[C:3](/[CH:10]=[C:11]2\[O:12][C:13]3[C:20](/[CH:21]=[CH:22]/[CH:23]4[CH2:24][CH2:25][NH:26][CH2:27][CH2:28]4)=[C:19]([O:36][CH3:37])[CH:18]=[CH:17][C:14]=3[C:15]\2=[O:16])=[N:2]1, predict the reactants needed to synthesize it. The reactants are: [NH:1]1[C:9]2[C:4](=[CH:5][CH:6]=[CH:7][CH:8]=2)[C:3](/[CH:10]=[C:11]2\[O:12][C:13]3[C:20](/[CH:21]=[CH:22]/[CH:23]4[CH2:28][CH2:27][N:26](C(OC(C)(C)C)=O)[CH2:25][CH2:24]4)=[C:19]([O:36][CH3:37])[CH:18]=[CH:17][C:14]=3[C:15]\2=[O:16])=[N:2]1.Cl. (2) The reactants are: CC1C=CC(S(O[CH2:12][CH:13]2[O:18][C:17]3[CH:19]=[C:20]([S:24]([CH3:27])(=[O:26])=[O:25])[CH:21]=[C:22]([F:23])[C:16]=3[O:15][CH2:14]2)(=O)=O)=CC=1.[CH2:28]([NH2:30])[CH3:29]. Given the product [F:23][C:22]1[C:16]2[O:15][CH2:14][CH:13]([CH2:12][NH:30][CH2:28][CH3:29])[O:18][C:17]=2[CH:19]=[C:20]([S:24]([CH3:27])(=[O:25])=[O:26])[CH:21]=1, predict the reactants needed to synthesize it. (3) Given the product [C:20]([C@H:17]1[O:18][CH2:19][C@H:14]([NH:13][C:10](=[O:12])[CH2:9][NH:8][C:6](=[O:7])[O:5][C:1]([CH3:2])([CH3:3])[CH3:4])[CH2:15][CH2:16]1)(=[O:21])[NH2:22], predict the reactants needed to synthesize it. The reactants are: [C:1]([O:5][C:6]([NH:8][CH2:9][C:10]([OH:12])=O)=[O:7])([CH3:4])([CH3:3])[CH3:2].[NH2:13][C@H:14]1[CH2:19][O:18][C@H:17]([C:20]([NH2:22])=[O:21])[CH2:16][CH2:15]1.C(N(C(C)C)CC)(C)C.F[P-](F)(F)(F)(F)F.N1(OC(N(C)C)=[N+](C)C)C2N=CC=CC=2N=N1. (4) Given the product [Cl:14][C:15]1[C:20]([F:21])=[CH:19][CH:18]=[C:17]([Cl:22])[C:16]=1[C@H:23]([O:13][C:5]1[C:6]2[O:12][CH:11]=[CH:10][C:7]=2[CH:8]=[N:9][C:4]=1[N+:1]([O-:3])=[O:2])[CH3:24], predict the reactants needed to synthesize it. The reactants are: [N+:1]([C:4]1[N:9]=[CH:8][C:7]2[CH:10]=[CH:11][O:12][C:6]=2[C:5]=1[OH:13])([O-:3])=[O:2].[Cl:14][C:15]1[C:20]([F:21])=[CH:19][CH:18]=[C:17]([Cl:22])[C:16]=1[C@@H:23](O)[CH3:24].C1C=CC(P(C2C=CC=CC=2)C2C=CC=CC=2)=CC=1.N(C(OC(C)C)=O)=NC(OC(C)C)=O. (5) Given the product [NH2:21][C:14]1[CH:13]=[C:12]2[C:17]([CH2:18][CH2:19][N:10]([C:5]3[CH:6]=[N:7][CH:8]=[CH:9][C:4]=3[CH:1]3[CH2:2][CH2:3]3)[C:11]2=[O:24])=[CH:16][C:15]=1[F:20], predict the reactants needed to synthesize it. The reactants are: [CH:1]1([C:4]2[CH:9]=[CH:8][N:7]=[CH:6][C:5]=2[N:10]2[CH2:19][CH2:18][C:17]3[C:12](=[CH:13][C:14]([N+:21]([O-])=O)=[C:15]([F:20])[CH:16]=3)[C:11]2=[O:24])[CH2:3][CH2:2]1.C(O)(=O)C.